Dataset: NCI-60 drug combinations with 297,098 pairs across 59 cell lines. Task: Regression. Given two drug SMILES strings and cell line genomic features, predict the synergy score measuring deviation from expected non-interaction effect. Drug 1: CNC(=O)C1=CC=CC=C1SC2=CC3=C(C=C2)C(=NN3)C=CC4=CC=CC=N4. Drug 2: COCCOC1=C(C=C2C(=C1)C(=NC=N2)NC3=CC=CC(=C3)C#C)OCCOC.Cl. Cell line: SK-MEL-2. Synergy scores: CSS=8.88, Synergy_ZIP=5.06, Synergy_Bliss=10.5, Synergy_Loewe=7.52, Synergy_HSA=7.73.